This data is from Catalyst prediction with 721,799 reactions and 888 catalyst types from USPTO. The task is: Predict which catalyst facilitates the given reaction. (1) Reactant: C(N([CH:7]([CH3:9])[CH3:8])CC)(C)C.[OH2:10].[OH:11][N:12]1C2C=CC=CC=2N=N1.[CH2:21]([C:23]([S:42]([CH3:45])(=[O:44])=[O:43])([CH2:27][CH2:28][N:29]1[CH:34]=[CH:33][C:32]([C:35]2[CH:40]=[CH:39][CH:38]=[CH:37][CH:36]=2)=[CH:31][C:30]1=[O:41])[C:24]([OH:26])=O)[CH3:22].Cl.CN(C)CCCN=C=N[CH2:55][CH3:56]. Product: [CH2:21]([C:23]([S:42]([CH3:45])(=[O:43])=[O:44])([CH2:27][CH2:28][N:29]1[CH:34]=[CH:33][C:32]([C:35]2[CH:40]=[CH:39][CH:38]=[CH:37][CH:36]=2)=[CH:31][C:30]1=[O:41])[C:24]([NH:12][O:11][CH:8]1[CH2:7][CH2:9][CH2:56][CH2:55][O:10]1)=[O:26])[CH3:22]. The catalyst class is: 46. (2) Reactant: [N:1]1[CH:6]=[CH:5][CH:4]=[CH:3][C:2]=1[CH2:7][C:8]([OH:10])=O.Cl.CN(C)CCCN=C=NCC.OC1C=CC=C[N+]=1[O-].C(N(CC)C(C)C)(C)C.[Cl:40][C:41]1[CH:46]=[C:45]([C:47]2[N:48]=[N:49][C:50]([O:59][CH2:60][CH2:61][C:62]3[CH:67]=[CH:66][C:65]([Cl:68])=[CH:64][CH:63]=3)=[C:51]([N:53]3[CH2:58][CH2:57][NH:56][CH2:55][CH2:54]3)[CH:52]=2)[CH:44]=[C:43]([Cl:69])[C:42]=1[OH:70]. Product: [Cl:68][C:65]1[CH:66]=[CH:67][C:62]([CH2:61][CH2:60][O:59][C:50]2[N:49]=[N:48][C:47]([C:45]3[CH:46]=[C:41]([Cl:40])[C:42]([OH:70])=[C:43]([Cl:69])[CH:44]=3)=[CH:52][C:51]=2[N:53]2[CH2:54][CH2:55][N:56]([C:8](=[O:10])[CH2:7][C:2]3[CH:3]=[CH:4][CH:5]=[CH:6][N:1]=3)[CH2:57][CH2:58]2)=[CH:63][CH:64]=1. The catalyst class is: 9. (3) Reactant: [CH3:1][O-:2].[Na+].Cl[C:5]1[N:6]=[N:7][C:8]([Cl:17])=[CH:9][C:10]=1[N:11]1[CH2:16][CH2:15][O:14][CH2:13][CH2:12]1. Product: [Cl:17][C:8]1[N:7]=[N:6][C:5]([O:2][CH3:1])=[C:10]([N:11]2[CH2:16][CH2:15][O:14][CH2:13][CH2:12]2)[CH:9]=1. The catalyst class is: 5. (4) Reactant: [Cl:1][C:2]1[CH:7]=[C:6]([Cl:8])[C:5]([O:9][CH3:10])=[CH:4][C:3]=1[NH:11][C:12]1[C:21]2[C:16](=[CH:17][C:18]([O:24][CH2:25][CH2:26][CH2:27][N:28]3[CH2:33][CH2:32][N:31]([CH3:34])[CH2:30][CH2:29]3)=[C:19]([O:22][CH3:23])[CH:20]=2)[N:15]=[CH:14][C:13]=1[C:35]#[N:36]. Product: [OH2:9].[Cl:1][C:2]1[CH:7]=[C:6]([Cl:8])[C:5]([O:9][CH3:10])=[CH:4][C:3]=1[NH:11][C:12]1[C:21]2[C:16](=[CH:17][C:18]([O:24][CH2:25][CH2:26][CH2:27][N:28]3[CH2:33][CH2:32][N:31]([CH3:34])[CH2:30][CH2:29]3)=[C:19]([O:22][CH3:23])[CH:20]=2)[N:15]=[CH:14][C:13]=1[C:35]#[N:36]. The catalyst class is: 6.